Dataset: NCI-60 drug combinations with 297,098 pairs across 59 cell lines. Task: Regression. Given two drug SMILES strings and cell line genomic features, predict the synergy score measuring deviation from expected non-interaction effect. (1) Drug 1: CC1=C(C=C(C=C1)C(=O)NC2=CC(=CC(=C2)C(F)(F)F)N3C=C(N=C3)C)NC4=NC=CC(=N4)C5=CN=CC=C5. Drug 2: CCN(CC)CCCC(C)NC1=C2C=C(C=CC2=NC3=C1C=CC(=C3)Cl)OC. Cell line: HOP-92. Synergy scores: CSS=31.2, Synergy_ZIP=-9.48, Synergy_Bliss=-2.98, Synergy_Loewe=-2.59, Synergy_HSA=-0.715. (2) Drug 1: CNC(=O)C1=CC=CC=C1SC2=CC3=C(C=C2)C(=NN3)C=CC4=CC=CC=N4. Drug 2: C1CN(P(=O)(OC1)NCCCl)CCCl. Cell line: UO-31. Synergy scores: CSS=1.93, Synergy_ZIP=-0.550, Synergy_Bliss=0.238, Synergy_Loewe=0.822, Synergy_HSA=0.195.